This data is from Forward reaction prediction with 1.9M reactions from USPTO patents (1976-2016). The task is: Predict the product of the given reaction. (1) Given the reactants Cl[C:2]1[O:3][C:4]([C:7]2[N:8]([C:16]([O:18][C:19]([CH3:22])([CH3:21])[CH3:20])=[O:17])[C:9]3[C:14]([CH:15]=2)=[CH:13][CH:12]=[CH:11][CH:10]=3)=[CH:5][N:6]=1.[NH2:23][C:24]1[CH:25]=[C:26]([OH:30])[CH:27]=[CH:28][CH:29]=1, predict the reaction product. The product is: [OH:30][C:26]1[CH:25]=[C:24]([NH:23][C:2]2[O:3][C:4]([C:7]3[N:8]([C:16]([O:18][C:19]([CH3:22])([CH3:21])[CH3:20])=[O:17])[C:9]4[C:14]([CH:15]=3)=[CH:13][CH:12]=[CH:11][CH:10]=4)=[CH:5][N:6]=2)[CH:29]=[CH:28][CH:27]=1. (2) Given the reactants [NH2:1][C:2]1[CH:10]=[C:9]2[C:5]([C:6]([C:20]3[CH:25]=[CH:24][C:23]([NH2:26])=[CH:22][CH:21]=3)=[CH:7][N:8]2[S:11]([C:14]2[CH:19]=[CH:18][CH:17]=[CH:16][CH:15]=2)(=[O:13])=[O:12])=[CH:4][CH:3]=1.[CH3:27][N:28]([CH3:38])[C:29]1[CH:37]=[CH:36][C:32]([C:33](O)=[O:34])=[CH:31][CH:30]=1, predict the reaction product. The product is: [CH3:27][N:28]([CH3:38])[C:29]1[CH:37]=[CH:36][C:32]([C:33]([NH:26][C:23]2[CH:22]=[CH:21][C:20]([C:6]3[C:5]4[C:9](=[CH:10][C:2]([NH:1][C:33](=[O:34])[C:32]5[CH:36]=[CH:37][C:29]([N:28]([CH3:38])[CH3:27])=[CH:30][CH:31]=5)=[CH:3][CH:4]=4)[N:8]([S:11]([C:14]4[CH:15]=[CH:16][CH:17]=[CH:18][CH:19]=4)(=[O:13])=[O:12])[CH:7]=3)=[CH:25][CH:24]=2)=[O:34])=[CH:31][CH:30]=1. (3) Given the reactants [C:1]([O:5][C:6]([N:8]1[CH2:15][CH2:14][CH2:13][C@H:9]1[C:10]([OH:12])=[O:11])=[O:7])([CH3:4])([CH3:3])[CH3:2].CCN(C(C)C)C(C)C.Br[CH2:26][C:27]([C:29]1[CH:34]=[CH:33][C:32]([O:35][CH3:36])=[CH:31][CH:30]=1)=[O:28], predict the reaction product. The product is: [N:8]1([C:6]([O:5][C:1]([CH3:4])([CH3:2])[CH3:3])=[O:7])[CH2:15][CH2:14][CH2:13][C@H:9]1[C:10]([O:12][CH2:26][C:27]([C:29]1[CH:34]=[CH:33][C:32]([O:35][CH3:36])=[CH:31][CH:30]=1)=[O:28])=[O:11]. (4) Given the reactants Br[C:2]1[CH:3]=[C:4]2[C:8](=[CH:9][C:10]=1[N+:11]([O-:13])=[O:12])[N:7]([C:14]([C:27]1[CH:32]=[CH:31][CH:30]=[CH:29][CH:28]=1)([C:21]1[CH:26]=[CH:25][CH:24]=[CH:23][CH:22]=1)[C:15]1[CH:20]=[CH:19][CH:18]=[CH:17][CH:16]=1)[N:6]=[C:5]2[C:33]1[CH:38]=[CH:37][N:36]=[C:35]([CH3:39])[CH:34]=1.[Cl-].[Li+].[CH2:42]([Sn](CCCC)(CCCC)CCCC)[CH:43]=[CH2:44].C(C1C=C(C)C=C(C(C)(C)C)C=1O)(C)(C)C, predict the reaction product. The product is: [CH2:44]([C:2]1[CH:3]=[C:4]2[C:8](=[CH:9][C:10]=1[N+:11]([O-:13])=[O:12])[N:7]([C:14]([C:15]1[CH:16]=[CH:17][CH:18]=[CH:19][CH:20]=1)([C:27]1[CH:32]=[CH:31][CH:30]=[CH:29][CH:28]=1)[C:21]1[CH:26]=[CH:25][CH:24]=[CH:23][CH:22]=1)[N:6]=[C:5]2[C:33]1[CH:38]=[CH:37][N:36]=[C:35]([CH3:39])[CH:34]=1)[CH:43]=[CH2:42]. (5) Given the reactants [NH2:1][C:2]1[N:7]=[C:6]([N:8]2[CH2:32][CH2:31][C:11]3([CH2:15][N:14](C(OCC4C=CC=CC=4)=O)[C@H:13]([C:26]([O:28][CH2:29][CH3:30])=[O:27])[CH2:12]3)[CH2:10][CH2:9]2)[CH:5]=[C:4]([O:33][C@H:34]([C:39]2[CH:44]=[CH:43][C:42]([C:45]3[CH:50]=[CH:49][C:48]([CH3:51])=[C:47]([CH2:52][OH:53])[CH:46]=3)=[CH:41][C:40]=2[N:54]2[CH:58]=[CH:57][C:56]([CH3:59])=[N:55]2)[C:35]([F:38])([F:37])[F:36])[N:3]=1, predict the reaction product. The product is: [NH2:1][C:2]1[N:7]=[C:6]([N:8]2[CH2:32][CH2:31][C:11]3([CH2:15][NH:14][C@H:13]([C:26]([O:28][CH2:29][CH3:30])=[O:27])[CH2:12]3)[CH2:10][CH2:9]2)[CH:5]=[C:4]([O:33][C@H:34]([C:39]2[CH:44]=[CH:43][C:42]([C:45]3[CH:50]=[CH:49][C:48]([CH3:51])=[C:47]([CH2:52][OH:53])[CH:46]=3)=[CH:41][C:40]=2[N:54]2[CH:58]=[CH:57][C:56]([CH3:59])=[N:55]2)[C:35]([F:38])([F:37])[F:36])[N:3]=1. (6) Given the reactants [CH2:1]([O:8][C:9](=[O:15])[NH:10][CH2:11][C@@H:12]1[CH2:14][O:13]1)[C:2]1[CH:7]=[CH:6][CH:5]=[CH:4][CH:3]=1.[C:16]([O:20][C:21]([N:23]1[CH2:27][CH2:26][C@H:25]([CH2:28]CN)[CH2:24]1)=[O:22])([CH3:19])([CH3:18])[CH3:17].CC#[N:33], predict the reaction product. The product is: [C:16]([O:20][C:21]([N:23]1[CH2:27][CH2:26][C@@H:25]([CH2:28][NH:33][CH2:14][C@H:12]([OH:13])[CH2:11][NH:10][C:9]([O:8][CH2:1][C:2]2[CH:7]=[CH:6][CH:5]=[CH:4][CH:3]=2)=[O:15])[CH2:24]1)=[O:22])([CH3:17])([CH3:18])[CH3:19]. (7) Given the reactants [CH3:1][S:2]([OH:5])(=[O:4])=[O:3].[CH3:6][CH:7]([CH3:14])[CH2:8][C:9]([O:11][CH2:12]Cl)=[O:10], predict the reaction product. The product is: [CH3:6][CH:7]([CH3:14])[CH2:8][C:9]([O:11][CH2:12][O:3][S:2]([CH3:1])(=[O:5])=[O:4])=[O:10].